Predict the product of the given reaction. From a dataset of Forward reaction prediction with 1.9M reactions from USPTO patents (1976-2016). (1) Given the reactants Br[C:2]1[CH:7]=[CH:6][C:5]([C:8]2([C:11]3[N:15]4[CH2:16][CH2:17][S:18][C@:19]([CH2:22][O:23][Si:24]([C:27]([CH3:30])([CH3:29])[CH3:28])([CH3:26])[CH3:25])([CH3:21])[CH2:20][C:14]4=[N:13][N:12]=3)[CH2:10][CH2:9]2)=[C:4]([F:31])[CH:3]=1.[CH3:32][N:33]1[CH:37]=[C:36](B2OC(C)(C)C(C)(C)O2)[CH:35]=[N:34]1.C(=O)([O-])[O-].[K+].[K+], predict the reaction product. The product is: [Si:24]([O:23][CH2:22][C@:19]1([CH3:21])[S:18][CH2:17][CH2:16][N:15]2[C:11]([C:8]3([C:5]4[CH:6]=[CH:7][C:2]([C:36]5[CH:35]=[N:34][N:33]([CH3:32])[CH:37]=5)=[CH:3][C:4]=4[F:31])[CH2:10][CH2:9]3)=[N:12][N:13]=[C:14]2[CH2:20]1)([C:27]([CH3:30])([CH3:29])[CH3:28])([CH3:26])[CH3:25]. (2) Given the reactants [F:1][C:2]([F:33])([F:32])[C:3]1[CH:4]=[C:5]([NH:13][C:14]2[C:19]([C:20]([O:22]CC)=O)=[C:18](/[CH:25]=[CH:26]/[N:27](C)C)[N:17]=[C:16]([S:30][CH3:31])[N:15]=2)[CH:6]=[C:7]([C:9]([F:12])([F:11])[F:10])[CH:8]=1.[NH4+].[OH-], predict the reaction product. The product is: [F:10][C:9]([F:11])([F:12])[C:7]1[CH:6]=[C:5]([NH:13][C:14]2[C:19]3[C:20](=[O:22])[NH:27][CH:26]=[CH:25][C:18]=3[N:17]=[C:16]([S:30][CH3:31])[N:15]=2)[CH:4]=[C:3]([C:2]([F:1])([F:33])[F:32])[CH:8]=1. (3) Given the reactants Br[C:2]1[C:3]2[N:4]([N:8]=[C:9]([Cl:11])[N:10]=2)[CH:5]=[CH:6][CH:7]=1.[NH2:12][CH2:13][C:14]1[CH:26]=[CH:25][CH:24]=[CH:23][C:15]=1[CH2:16][N:17]([CH3:22])[S:18]([CH3:21])(=[O:20])=[O:19], predict the reaction product. The product is: [Cl:11][C:9]1[N:10]=[C:3]2[C:2]([NH:12][CH2:13][C:14]3[CH:26]=[CH:25][CH:24]=[CH:23][C:15]=3[CH2:16][N:17]([CH3:22])[S:18]([CH3:21])(=[O:20])=[O:19])=[CH:7][CH:6]=[CH:5][N:4]2[N:8]=1. (4) Given the reactants C([O:3][C:4](=[O:17])[C@H:5]([CH2:13][C:14]([OH:16])=O)[NH:6][C:7](=[O:12])[C:8]([F:11])([F:10])[F:9])C.O=S(Cl)[Cl:20].[C:22]1([CH3:28])C=CC=CC=1, predict the reaction product. The product is: [CH2:22]([N:6]([C:7](=[O:12])[C:8]([F:9])([F:10])[F:11])[C@H:5]([C:4]([OH:3])=[O:17])[CH2:13][C:14]([Cl:20])=[O:16])[CH3:28]. (5) Given the reactants ClC1C=CC(SCC2[C:19]3[C:14](=[CH:15][CH:16]=[C:17](C4C=CC=CC=4OC)[CH:18]=3)[NH:13]C(C)(C)C=2)=CC=1.Br[CH2:31][C:32]1[C:41]2[C:36](=[CH:37][CH:38]=[C:39]([C:42]3[CH:47]=[CH:46][CH:45]=[CH:44][C:43]=3[O:48][CH3:49])[CH:40]=2)[NH:35][C:34]([CH3:51])([CH3:50])[CH:33]=1.C(=O)([O-])[O-].[K+].[K+].ClC1C=CC(S)=CC=1, predict the reaction product. The product is: [CH3:49][O:48][C:43]1[CH:44]=[CH:45][CH:46]=[CH:47][C:42]=1[C:39]1[CH:40]=[C:41]2[C:36](=[CH:37][CH:38]=1)[NH:35][C:34]([CH3:51])([CH3:50])[CH:33]=[C:32]2[CH2:31][NH:13][C:14]1[CH:19]=[CH:18][CH:17]=[CH:16][CH:15]=1.